This data is from Catalyst prediction with 721,799 reactions and 888 catalyst types from USPTO. The task is: Predict which catalyst facilitates the given reaction. (1) Reactant: [I-].C[N+]1[CH:7]=[CH:6][N:5]([C:8](/[N:10]=[C:11]2\[S:12][C:13]([CH3:26])=[CH:14][N:15]\2[C:16]2[CH:21]=[CH:20][C:19]([C:22]([F:25])([F:24])[F:23])=[CH:18][CH:17]=2)=[O:9])[CH:4]=1.C(N(C(C)C)CC)(C)C.N1C2[C:39](=[CH:40][CH:41]=CC=2)[CH2:38][CH2:37]1. Product: [CH3:26][C:13]1[S:12]/[C:11](=[N:10]\[C:8]([N:5]2[C:4]3[C:37](=[CH:38][CH:39]=[CH:40][CH:41]=3)[CH2:7][CH2:6]2)=[O:9])/[N:15]([C:16]2[CH:21]=[CH:20][C:19]([C:22]([F:25])([F:24])[F:23])=[CH:18][CH:17]=2)[CH:14]=1. The catalyst class is: 10. (2) Reactant: C(Cl)(=O)C(Cl)=O.[CH2:7]([O:14][C:15]([CH:17]([CH2:27][CH2:28][C:29]1[CH:34]=[CH:33][CH:32]=[CH:31][CH:30]=1)[CH2:18][C:19]1([C:24](O)=[O:25])[CH2:23][CH2:22][CH2:21][CH2:20]1)=[O:16])[C:8]1[CH:13]=[CH:12][CH:11]=[CH:10][CH:9]=1.C(N(CC)CC)C.[NH2:42][C:43]1[CH:44]=[N:45][CH:46]=[CH:47][CH:48]=1. Product: [C:29]1([CH2:28][CH2:27][CH:17]([CH2:18][C:19]2([C:24]([NH:42][C:43]3[CH:44]=[N:45][CH:46]=[CH:47][CH:48]=3)=[O:25])[CH2:23][CH2:22][CH2:21][CH2:20]2)[C:15]([O:14][CH2:7][C:8]2[CH:13]=[CH:12][CH:11]=[CH:10][CH:9]=2)=[O:16])[CH:30]=[CH:31][CH:32]=[CH:33][CH:34]=1. The catalyst class is: 204.